Dataset: NCI-60 drug combinations with 297,098 pairs across 59 cell lines. Task: Regression. Given two drug SMILES strings and cell line genomic features, predict the synergy score measuring deviation from expected non-interaction effect. (1) Drug 1: CCC1(C2=C(COC1=O)C(=O)N3CC4=CC5=C(C=CC(=C5CN(C)C)O)N=C4C3=C2)O.Cl. Drug 2: C1CCC(C(C1)N)N.C(=O)(C(=O)[O-])[O-].[Pt+4]. Cell line: HL-60(TB). Synergy scores: CSS=58.9, Synergy_ZIP=-1.48, Synergy_Bliss=-3.43, Synergy_Loewe=-27.3, Synergy_HSA=-1.49. (2) Drug 1: CN(C)N=NC1=C(NC=N1)C(=O)N. Drug 2: C1=CC(=CC=C1C#N)C(C2=CC=C(C=C2)C#N)N3C=NC=N3. Cell line: IGROV1. Synergy scores: CSS=5.71, Synergy_ZIP=-5.99, Synergy_Bliss=-4.42, Synergy_Loewe=-3.08, Synergy_HSA=-3.06. (3) Drug 1: CC1=C(C=C(C=C1)NC(=O)C2=CC=C(C=C2)CN3CCN(CC3)C)NC4=NC=CC(=N4)C5=CN=CC=C5. Drug 2: COCCOC1=C(C=C2C(=C1)C(=NC=N2)NC3=CC=CC(=C3)C#C)OCCOC.Cl. Cell line: MOLT-4. Synergy scores: CSS=-9.94, Synergy_ZIP=6.01, Synergy_Bliss=3.19, Synergy_Loewe=-10.6, Synergy_HSA=-10.6. (4) Drug 1: C1C(C(OC1N2C=C(C(=O)NC2=O)F)CO)O. Drug 2: CC1CCC2CC(C(=CC=CC=CC(CC(C(=O)C(C(C(=CC(C(=O)CC(OC(=O)C3CCCCN3C(=O)C(=O)C1(O2)O)C(C)CC4CCC(C(C4)OC)O)C)C)O)OC)C)C)C)OC. Cell line: SK-MEL-28. Synergy scores: CSS=16.5, Synergy_ZIP=-2.45, Synergy_Bliss=3.09, Synergy_Loewe=2.50, Synergy_HSA=2.55. (5) Cell line: TK-10. Synergy scores: CSS=7.42, Synergy_ZIP=-4.20, Synergy_Bliss=-1.79, Synergy_Loewe=-2.13, Synergy_HSA=-1.20. Drug 1: C1CN(CCN1C(=O)CCBr)C(=O)CCBr. Drug 2: C(CCl)NC(=O)N(CCCl)N=O. (6) Drug 1: CN1C2=C(C=C(C=C2)N(CCCl)CCCl)N=C1CCCC(=O)O.Cl. Drug 2: C1CCC(C(C1)N)N.C(=O)(C(=O)[O-])[O-].[Pt+4]. Cell line: SNB-19. Synergy scores: CSS=16.1, Synergy_ZIP=-5.78, Synergy_Bliss=1.64, Synergy_Loewe=-10.6, Synergy_HSA=2.02.